Predict the reaction yield, written as a fraction of the theoretical maximum amount of product (1.0 means a 100% yield; for example, 0.34 means a 34% yield). From a dataset of Reaction yield outcomes from USPTO patents with 853,638 reactions. (1) The reactants are [F:1][C:2]1[CH:8]=[CH:7][C:5]([NH2:6])=[C:4]([NH:9][C:10]2[CH:15]=[CH:14][CH:13]=[CH:12][CH:11]=2)[CH:3]=1.[C:16]([O:20][C:21]([NH:23][CH2:24][C:25](O)=[O:26])=[O:22])([CH3:19])([CH3:18])[CH3:17].C1C=NC2N(O)N=NC=2C=1.CCN=C=NCCCN(C)C.C([O-])(O)=O.[Na+].C([O-])([O-])=O.[Na+].[Na+]. The catalyst is C(Cl)Cl.CN(C=O)C.O. The product is [C:16]([O:20][C:21](=[O:22])[NH:23][CH2:24][C:25](=[O:26])[NH:6][C:5]1[CH:7]=[CH:8][C:2]([F:1])=[CH:3][C:4]=1[NH:9][C:10]1[CH:15]=[CH:14][CH:13]=[CH:12][CH:11]=1)([CH3:19])([CH3:17])[CH3:18]. The yield is 0.890. (2) The reactants are [NH2:1][C:2]1[N:3]=[CH:4][C:5]2[CH2:6][C:7](=[O:24])[NH:8][C:9]3[CH:16]=[C:15]([Cl:17])[C:14]([CH2:18][CH2:19][CH2:20][N:21]([CH3:23])[CH3:22])=[CH:13][C:10]=3[C:11]=2[N:12]=1.Br[C:26]1[C:27]([CH3:32])=[N:28][CH:29]=[CH:30][CH:31]=1.C(O)(C)(C)C.CC(C)([O-])C.[K+]. The catalyst is C1C=CC(/C=C/C(/C=C/C2C=CC=CC=2)=O)=CC=1.C1C=CC(/C=C/C(/C=C/C2C=CC=CC=2)=O)=CC=1.C1C=CC(/C=C/C(/C=C/C2C=CC=CC=2)=O)=CC=1.[Pd].[Pd].CC(C1C=C(C(C)C)C(C2C=CC=CC=2P(C2CCCCC2)C2CCCCC2)=C(C(C)C)C=1)C.O. The product is [Cl:17][C:15]1[C:14]([CH2:18][CH2:19][CH2:20][N:21]([CH3:22])[CH3:23])=[CH:13][C:10]2[C:11]3[N:12]=[C:2]([NH:1][C:26]4[C:27]([CH3:32])=[N:28][CH:29]=[CH:30][CH:31]=4)[N:3]=[CH:4][C:5]=3[CH2:6][C:7](=[O:24])[NH:8][C:9]=2[CH:16]=1. The yield is 0.750. (3) The catalyst is C(Cl)Cl. The yield is 0.980. The reactants are B(Br)(Br)Br.[Cl:5][C:6]1[CH:7]=[C:8]([C:14]([C:16]2[CH:21]=[CH:20][CH:19]=[CH:18][CH:17]=2)=[O:15])[C:9]([O:12]C)=[N:10][CH:11]=1.O. The product is [Cl:5][C:6]1[CH:7]=[C:8]([C:14]([C:16]2[CH:17]=[CH:18][CH:19]=[CH:20][CH:21]=2)=[O:15])[C:9]([OH:12])=[N:10][CH:11]=1. (4) The reactants are Cl[C:2]1[C:11]2[C:6](=[CH:7][C:8]([O:14][CH3:15])=[C:9]([O:12][CH3:13])[CH:10]=2)[N:5]=[CH:4][CH:3]=1.[N+:16]([C:19]1[CH:25]=[CH:24][C:22]([NH2:23])=[CH:21][CH:20]=1)([O-:18])=[O:17].C1(C)C=CC(S(O)(=O)=O)=CC=1. The catalyst is COCC(O)C. The product is [CH3:13][O:12][C:9]1[CH:10]=[C:11]2[C:6](=[CH:7][C:8]=1[O:14][CH3:15])[N:5]=[CH:4][CH:3]=[C:2]2[NH:23][C:22]1[CH:24]=[CH:25][C:19]([N+:16]([O-:18])=[O:17])=[CH:20][CH:21]=1. The yield is 0.730. (5) The reactants are [CH3:1][C:2]1[CH:7]=[C:6]([CH3:8])[CH:5]=[CH:4][C:3]=1[N:9]1[CH2:14][CH2:13][N:12]([C:15]2[CH:16]=[C:17]([CH:21]3[C:30]([CH3:32])([CH3:31])[CH2:29][C:28]4[C:23](=[CH:24][CH:25]=[C:26]([C:33](O)=[O:34])[CH:27]=4)[NH:22]3)[CH:18]=[CH:19][CH:20]=2)[CH2:11][CH2:10]1.[CH:36]1([S:39]([NH2:42])(=[O:41])=[O:40])[CH2:38][CH2:37]1. The catalyst is CN(C)C1C=CN=CC=1.ClCCl. The product is [CH3:1][C:2]1[CH:7]=[C:6]([CH3:8])[CH:5]=[CH:4][C:3]=1[N:9]1[CH2:14][CH2:13][N:12]([C:15]2[CH:16]=[C:17]([CH:21]3[C:30]([CH3:31])([CH3:32])[CH2:29][C:28]4[C:23](=[CH:24][CH:25]=[C:26]([C:33]([NH:42][S:39]([CH:36]5[CH2:38][CH2:37]5)(=[O:41])=[O:40])=[O:34])[CH:27]=4)[NH:22]3)[CH:18]=[CH:19][CH:20]=2)[CH2:11][CH2:10]1. The yield is 0.250. (6) The reactants are [OH:1][NH:2][C:3]([C:5]1[C:10]([C:11]2[CH:16]=[CH:15][CH:14]=[CH:13][CH:12]=2)=[CH:9][CH:8]=[CH:7][N:6]=1)=[NH:4].[CH3:17][N:18]([CH3:29])[C:19]1[CH:20]=[C:21]([OH:28])[C:22](=[CH:26][CH:27]=1)[C:23](O)=O. No catalyst specified. The product is [CH3:17][N:18]([CH3:29])[C:19]1[CH:27]=[CH:26][C:22]([C:23]2[O:1][N:2]=[C:3]([C:5]3[C:10]([C:11]4[CH:16]=[CH:15][CH:14]=[CH:13][CH:12]=4)=[CH:9][CH:8]=[CH:7][N:6]=3)[N:4]=2)=[C:21]([OH:28])[CH:20]=1. The yield is 0.0900. (7) The yield is 0.450. The product is [N:1]1[CH:6]=[CH:5][CH:4]=[CH:3][C:2]=1[C:7]1[N:11]=[C:10]([C:12]2[CH:13]=[C:14]([C:26]3[CH:25]=[CH:24][CH:23]=[C:22]([NH2:21])[CH:27]=3)[CH:15]=[C:16]([C:18]#[N:19])[CH:17]=2)[O:9][N:8]=1. The reactants are [N:1]1[CH:6]=[CH:5][CH:4]=[CH:3][C:2]=1[C:7]1[N:11]=[C:10]([C:12]2[CH:17]=[C:16]([C:18]#[N:19])[CH:15]=[C:14](Br)[CH:13]=2)[O:9][N:8]=1.[NH2:21][C:22]1[CH:23]=[C:24](B(O)O)[CH:25]=[CH:26][CH:27]=1.COCCOC.C(=O)([O-])[O-].[Na+].[Na+]. The catalyst is CCCCCC.C1C=CC([P]([Pd]([P](C2C=CC=CC=2)(C2C=CC=CC=2)C2C=CC=CC=2)([P](C2C=CC=CC=2)(C2C=CC=CC=2)C2C=CC=CC=2)[P](C2C=CC=CC=2)(C2C=CC=CC=2)C2C=CC=CC=2)(C2C=CC=CC=2)C2C=CC=CC=2)=CC=1.C(OCC)(=O)C.